Regression. Given two drug SMILES strings and cell line genomic features, predict the synergy score measuring deviation from expected non-interaction effect. From a dataset of NCI-60 drug combinations with 297,098 pairs across 59 cell lines. Drug 1: CC1CCC2CC(C(=CC=CC=CC(CC(C(=O)C(C(C(=CC(C(=O)CC(OC(=O)C3CCCCN3C(=O)C(=O)C1(O2)O)C(C)CC4CCC(C(C4)OC)O)C)C)O)OC)C)C)C)OC. Drug 2: CNC(=O)C1=NC=CC(=C1)OC2=CC=C(C=C2)NC(=O)NC3=CC(=C(C=C3)Cl)C(F)(F)F. Cell line: SN12C. Synergy scores: CSS=3.32, Synergy_ZIP=-2.68, Synergy_Bliss=-3.90, Synergy_Loewe=-19.8, Synergy_HSA=-7.26.